This data is from Full USPTO retrosynthesis dataset with 1.9M reactions from patents (1976-2016). The task is: Predict the reactants needed to synthesize the given product. The reactants are: [F:1][CH:2]([F:20])[CH2:3][NH:4][C:5]([C:7]1[C:11]2[CH:12]=[C:13]([CH:18]=[O:19])[C:14](F)=[C:15]([F:16])[C:10]=2[O:9][N:8]=1)=[O:6].C(=O)([O-])[O-].[K+].[K+].[CH3:27][C@H:28]1[O:33][C@H:32]([CH3:34])[CH2:31][NH:30][CH2:29]1. Given the product [F:1][CH:2]([F:20])[CH2:3][NH:4][C:5]([C:7]1[C:11]2[CH:12]=[C:13]([CH:18]=[O:19])[C:14]([N:30]3[CH2:29][C@@H:28]([CH3:27])[O:33][C@H:32]([CH3:34])[CH2:31]3)=[C:15]([F:16])[C:10]=2[O:9][N:8]=1)=[O:6], predict the reactants needed to synthesize it.